This data is from Peptide-MHC class II binding affinity with 134,281 pairs from IEDB. The task is: Regression. Given a peptide amino acid sequence and an MHC pseudo amino acid sequence, predict their binding affinity value. This is MHC class II binding data. (1) The peptide sequence is KKSRMSMAMGTMAGCGY. The MHC is DRB1_0301 with pseudo-sequence DRB1_0301. The binding affinity (normalized) is 0.526. (2) The peptide sequence is REDQRGSGQVVTYALNTF. The MHC is DRB1_0301 with pseudo-sequence DRB1_0301. The binding affinity (normalized) is 0. (3) The peptide sequence is AKGSRAIWYMWLGAR. The MHC is DRB5_0101 with pseudo-sequence DRB5_0101. The binding affinity (normalized) is 0.423. (4) The MHC is DRB1_0802 with pseudo-sequence DRB1_0802. The binding affinity (normalized) is 0.802. The peptide sequence is AFKVAATAANAAPTN.